Dataset: Forward reaction prediction with 1.9M reactions from USPTO patents (1976-2016). Task: Predict the product of the given reaction. (1) Given the reactants Cl[C:2]1[CH:7]=[C:6]([C:8]2[CH:13]=[CH:12][CH:11]=[CH:10][CH:9]=2)[N:5]=[C:4]([NH:14][C:15](=[O:32])[CH2:16][CH2:17][C:18]([C:20]2[CH:25]=[CH:24][C:23]([O:26][CH2:27][CH3:28])=[C:22]([O:29][CH2:30][CH3:31])[CH:21]=2)=[O:19])[CH:3]=1.C1(C2C=CC=CC=2)C=CC=CC=1P(C1CCCCC1)C1CCCCC1.P([O-])([O-])([O-])=O.[K+].[K+].[K+].[CH3:66][O:67][C:68]([C:70]1[CH:75]=[CH:74][C:73](B(O)O)=[CH:72][CH:71]=1)=[O:69], predict the reaction product. The product is: [CH2:30]([O:29][C:22]1[CH:21]=[C:20]([C:18](=[O:19])[CH2:17][CH2:16][C:15]([NH:14][C:4]2[CH:3]=[C:2]([C:73]3[CH:74]=[CH:75][C:70]([C:68]([O:67][CH3:66])=[O:69])=[CH:71][CH:72]=3)[CH:7]=[C:6]([C:8]3[CH:13]=[CH:12][CH:11]=[CH:10][CH:9]=3)[N:5]=2)=[O:32])[CH:25]=[CH:24][C:23]=1[O:26][CH2:27][CH3:28])[CH3:31]. (2) Given the reactants [OH:1][C:2]1[CH:11]=[C:10]2[C:5]([CH2:6][CH2:7][CH2:8][C@@:9]32[CH2:14][CH2:13][C@@H:12]3C(OC)=O)=[CH:4][CH:3]=1.O[C:20]1C=C2C(CCC[C@@]32CC[C@H]3C(OC)=O)=CC=1.OC1C=C2C(CCC[C@]32CC[C@@H]3C(OC)=O)=CC=1.OC1C=C2C(CCC[C@]32CC[C@H]3C(OC)=O)=CC=1, predict the reaction product. The product is: [C:14]1(=[C:9]2[C:10]3[C:5](=[CH:4][CH:3]=[C:2]([O:1][CH3:20])[CH:11]=3)[CH2:6][CH2:7][CH2:8]2)[CH2:13][CH2:12]1. (3) Given the reactants [CH3:1][O:2][C:3]1[CH:4]=[C:5]([CH:9]=[CH:10][CH:11]=1)[CH2:6][CH2:7][NH2:8].[CH2:12]=O.[ClH:14], predict the reaction product. The product is: [ClH:14].[CH3:1][O:2][C:3]1[CH:4]=[C:5]2[C:9](=[CH:10][CH:11]=1)[CH2:12][NH:8][CH2:7][CH2:6]2. (4) Given the reactants [O:1]=[C:2]([N:16]1[CH2:21][CH2:20][N:19]2[C:22]([C:25]([F:28])([F:27])[F:26])=[N:23][N:24]=[C:18]2[CH2:17]1)[CH2:3][C@H:4]([NH2:15])[CH2:5][C:6]1[CH:11]=[C:10]([F:12])[C:9]([F:13])=[CH:8][C:7]=1[F:14].[C:29]([OH:38])(=[O:37])[C@@H:30]([C@H:32]([C:34]([OH:36])=[O:35])[OH:33])[OH:31].CC(O)C, predict the reaction product. The product is: [OH2:1].[C:29]([OH:38])(=[O:37])[C@@H:30]([C@H:32]([C:34]([OH:36])=[O:35])[OH:33])[OH:31].[O:1]=[C:2]([N:16]1[CH2:21][CH2:20][N:19]2[C:22]([C:25]([F:28])([F:27])[F:26])=[N:23][N:24]=[C:18]2[CH2:17]1)[CH2:3][C@H:4]([NH2:15])[CH2:5][C:6]1[CH:11]=[C:10]([F:12])[C:9]([F:13])=[CH:8][C:7]=1[F:14].[O:1]=[C:2]([N:16]1[CH2:21][CH2:20][N:19]2[C:22]([C:25]([F:28])([F:27])[F:26])=[N:23][N:24]=[C:18]2[CH2:17]1)[CH2:3][C@H:4]([NH2:15])[CH2:5][C:6]1[CH:11]=[C:10]([F:12])[C:9]([F:13])=[CH:8][C:7]=1[F:14].[C:29]([OH:38])(=[O:37])[C@@H:30]([C@H:32]([C:34]([OH:36])=[O:35])[OH:33])[OH:31]. (5) Given the reactants [C:1]([O:5][C:6]([NH:8][C:9]1[CH:10]=[C:11]([CH3:34])[C:12]([O:15][C:16]2[CH:21]=[C:20]([O:22][CH2:23][CH2:24][O:25][CH3:26])[CH:19]=[CH:18][C:17]=2/[CH:27]=[CH:28]/[C:29]([O:31]CC)=[O:30])=[N:13][CH:14]=1)=[O:7])([CH3:4])([CH3:3])[CH3:2].[OH-].[Na+], predict the reaction product. The product is: [C:1]([O:5][C:6]([NH:8][C:9]1[CH:10]=[C:11]([CH3:34])[C:12]([O:15][C:16]2[CH:21]=[C:20]([O:22][CH2:23][CH2:24][O:25][CH3:26])[CH:19]=[CH:18][C:17]=2/[CH:27]=[CH:28]/[C:29]([OH:31])=[O:30])=[N:13][CH:14]=1)=[O:7])([CH3:4])([CH3:3])[CH3:2].